Predict which catalyst facilitates the given reaction. From a dataset of Catalyst prediction with 721,799 reactions and 888 catalyst types from USPTO. (1) Reactant: [S:1]1[CH:5]=[CH:4][CH:3]=[C:2]1[S:6]([NH:9][C:10]1[CH:11]=[CH:12][CH:13]=[C:14]2[C:18]=1[NH:17][C:16]([C:19]([OH:21])=O)=[CH:15]2)(=[O:8])=[O:7].[NH:22]1[CH2:26][CH2:25][CH2:24][CH2:23]1.N1(O)C2C=CC=CC=2N=N1.Cl.CN(C)CCCN=C=NCC. Product: [N:22]1([C:19]([C:16]2[NH:17][C:18]3[C:14]([CH:15]=2)=[CH:13][CH:12]=[CH:11][C:10]=3[NH:9][S:6]([C:2]2[S:1][CH:5]=[CH:4][CH:3]=2)(=[O:7])=[O:8])=[O:21])[CH2:26][CH2:25][CH2:24][CH2:23]1. The catalyst class is: 434. (2) Reactant: [F:1][C:2]([F:14])([F:13])[O:3][C:4]1[CH:9]=[CH:8][C:7]([N:10]=[C:11]=[O:12])=[CH:6][CH:5]=1.[NH2:15][C:16]1[N:17]=[C:18]([C:22]([O:24][CH2:25][CH3:26])=[O:23])[N:19]([CH3:21])[CH:20]=1. Product: [CH3:21][N:19]1[CH:20]=[C:16]([NH:15][C:11]([NH:10][C:7]2[CH:6]=[CH:5][C:4]([O:3][C:2]([F:13])([F:14])[F:1])=[CH:9][CH:8]=2)=[O:12])[N:17]=[C:18]1[C:22]([O:24][CH2:25][CH3:26])=[O:23]. The catalyst class is: 1. (3) Reactant: C([N:8]1[CH2:13][CH2:12][C:11]([S:21]([C:24]2[CH:29]=[CH:28][C:27]([C:30]3[CH:35]=[CH:34][C:33]([O:36][C:37]([F:42])([F:41])[CH:38]([F:40])[F:39])=[CH:32][CH:31]=3)=[CH:26][CH:25]=2)(=[O:23])=[O:22])([C:14](OC(C)(C)C)=[O:15])[CH2:10][CH2:9]1)C1C=CC=CC=1.C(N([CH2:48][CH3:49])CC)C.F[B-](F)(F)F.N1([O:64][C:65](N(C)C)=[N+](C)C)C2C=CC=CC=2N=N1.[O:72]1[CH2:77][CH2:76][CH2:75][CH2:74][CH:73]1[O:78][NH2:79]. Product: [CH3:65][O:64][CH2:48][CH2:49][N:8]1[CH2:9][CH2:10][C:11]([S:21]([C:24]2[CH:29]=[CH:28][C:27]([C:30]3[CH:35]=[CH:34][C:33]([O:36][C:37]([F:42])([F:41])[CH:38]([F:40])[F:39])=[CH:32][CH:31]=3)=[CH:26][CH:25]=2)(=[O:22])=[O:23])([C:14]([NH:79][O:78][CH:73]2[CH2:74][CH2:75][CH2:76][CH2:77][O:72]2)=[O:15])[CH2:12][CH2:13]1. The catalyst class is: 42. (4) Reactant: [CH2:1]([O:3][C:4](=[O:18])[CH:5]([CH2:9][NH:10][C:11]1[C:16]([NH2:17])=[CH:15][CH:14]=[CH:13][N:12]=1)[CH2:6][CH2:7][CH3:8])[CH3:2].C1N=CN([C:24](N2C=NC=C2)=[O:25])C=1. The catalyst class is: 1. Product: [CH2:1]([O:3][C:4](=[O:18])[CH:5]([CH2:9][N:10]1[C:11]2=[N:12][CH:13]=[CH:14][CH:15]=[C:16]2[NH:17][C:24]1=[O:25])[CH2:6][CH2:7][CH3:8])[CH3:2].